Task: Regression. Given a peptide amino acid sequence and an MHC pseudo amino acid sequence, predict their binding affinity value. This is MHC class I binding data.. Dataset: Peptide-MHC class I binding affinity with 185,985 pairs from IEDB/IMGT (1) The peptide sequence is LSYVIGLLPH. The MHC is HLA-A33:01 with pseudo-sequence HLA-A33:01. The binding affinity (normalized) is 0. (2) The peptide sequence is RENGGYWLL. The MHC is HLA-B08:01 with pseudo-sequence HLA-B08:01. The binding affinity (normalized) is 0.0847.